This data is from Forward reaction prediction with 1.9M reactions from USPTO patents (1976-2016). The task is: Predict the product of the given reaction. (1) Given the reactants [CH3:1][C:2]1[C:3]([CH2:8][N:9]([CH2:16][C:17]2[C:22]([CH3:23])=[CH:21][CH:20]=[CH:19][N:18]=2)[CH:10]2[CH2:15][CH2:14][NH:13][CH2:12][CH2:11]2)=[N:4][CH:5]=[CH:6][CH:7]=1.[NH:24]1[C:28]2[CH:29]=[CH:30][CH:31]=[C:32]([C:33](Cl)=[O:34])[C:27]=2[N:26]=[CH:25]1.CCN(CC)CC.O, predict the reaction product. The product is: [N:24]1[C:28]2[CH:29]=[CH:30][CH:31]=[C:32]([C:33]([N:13]3[CH2:14][CH2:15][CH:10]([N:9]([CH2:16][C:17]4[C:22]([CH3:23])=[CH:21][CH:20]=[CH:19][N:18]=4)[CH2:8][C:3]4[C:2]([CH3:1])=[CH:7][CH:6]=[CH:5][N:4]=4)[CH2:11][CH2:12]3)=[O:34])[C:27]=2[NH:26][CH:25]=1. (2) The product is: [CH3:13][C:14]1[CH:19]=[CH:18][N:17]=[CH:16][C:15]=1[C:2]1[CH:11]=[C:10]2[C:5]([CH:6]=[C:7]([NH2:12])[N:8]=[CH:9]2)=[CH:4][CH:3]=1. Given the reactants Br[C:2]1[CH:11]=[C:10]2[C:5]([CH:6]=[C:7]([NH2:12])[N:8]=[CH:9]2)=[CH:4][CH:3]=1.[CH3:13][C:14]1[CH:19]=[CH:18][N:17]=[CH:16][C:15]=1B(O)O.C(=O)([O-])[O-].[Cs+].[Cs+].COCCOC.O, predict the reaction product.